This data is from Forward reaction prediction with 1.9M reactions from USPTO patents (1976-2016). The task is: Predict the product of the given reaction. (1) Given the reactants [CH:1]([NH:4][CH:5]([CH3:7])[CH3:6])([CH3:3])[CH3:2].[OH:8][CH:9]([C:18]1[CH:23]=[CH:22][CH:21]=[CH:20][CH:19]=1)[C:10]([C:12]1[CH:17]=[CH:16][CH:15]=[CH:14][CH:13]=1)=[O:11].[CH2:24]=O, predict the reaction product. The product is: [OH:11][C:10]([C:9]([C:18]1[CH:23]=[CH:22][CH:21]=[CH:20][CH:19]=1)=[O:8])([CH2:24][N:4]([CH:5]([CH3:7])[CH3:6])[CH:1]([CH3:3])[CH3:2])[C:12]1[CH:17]=[CH:16][CH:15]=[CH:14][CH:13]=1. (2) Given the reactants [F:1][C:2]([F:13])([F:12])[C:3]1[CH:8]=[CH:7][CH:6]=[CH:5][C:4]=1B(O)O.[CH2:14]([O:16][C:17]([C:19]1[N:24]=[CH:23][C:22]2[CH:25]=[C:26](Br)[S:27][C:21]=2[C:20]=1[OH:29])=[O:18])[CH3:15], predict the reaction product. The product is: [CH2:14]([O:16][C:17]([C:19]1[N:24]=[CH:23][C:22]2[CH:25]=[C:26]([C:4]3[CH:5]=[CH:6][CH:7]=[CH:8][C:3]=3[C:2]([F:13])([F:12])[F:1])[S:27][C:21]=2[C:20]=1[OH:29])=[O:18])[CH3:15]. (3) Given the reactants C(OC([N:8]1[CH2:13][CH2:12][C@H:11]([N:14]2[CH2:18][CH2:17][CH2:16][C:15]2=O)[C@H:10]([CH3:20])[CH2:9]1)=O)(C)(C)C.[H-].[Al+3].[Li+].[H-].[H-].[H-].[ClH:27], predict the reaction product. The product is: [ClH:27].[ClH:27].[CH3:20][C@H:10]1[C@@H:11]([N:14]2[CH2:18][CH2:17][CH2:16][CH2:15]2)[CH2:12][CH2:13][NH:8][CH2:9]1. (4) Given the reactants [BH4-].[Na+].[F:3][C:4]1[CH:9]=[CH:8][C:7]([F:10])=[CH:6][C:5]=1[CH:11]1[S:16][CH2:15][CH:14]([OH:17])[CH:13]=[C:12]1[N+:18]([O-:20])=[O:19].Cl.C([O-])(O)=O.[Na+], predict the reaction product. The product is: [F:3][C:4]1[CH:9]=[CH:8][C:7]([F:10])=[CH:6][C:5]=1[C@H:11]1[S:16][CH2:15][CH:14]([OH:17])[CH2:13][C@@H:12]1[N+:18]([O-:20])=[O:19]. (5) Given the reactants [Br:1][C:2]1[CH:7]=[CH:6][CH:5]=[CH:4][C:3]=1[OH:8].Br[CH2:10][CH2:11][CH:12]([CH3:14])[CH3:13].C(=O)([O-])[O-].[K+].[K+], predict the reaction product. The product is: [Br:1][C:2]1[CH:7]=[CH:6][CH:5]=[CH:4][C:3]=1[O:8][CH2:10][CH2:11][CH:12]([CH3:14])[CH3:13]. (6) Given the reactants [Cl:1][C:2]1[CH:3]=[CH:4][C:5]2[O:9][C:8]([CH:10]=O)=[CH:7][C:6]=2[CH:12]=1.[BH4-].[Na+].P(Br)(Br)[Br:16], predict the reaction product. The product is: [Br:16][CH2:10][C:8]1[O:9][C:5]2[CH:4]=[CH:3][C:2]([Cl:1])=[CH:12][C:6]=2[CH:7]=1. (7) Given the reactants C([O:3][C:4]([CH2:6][N:7]([C:12]1[CH:17]=[CH:16][C:15]([NH:18]/[C:19](=[C:26]2\[C:27](=[O:38])[NH:28][C:29]3[C:34]\2=[CH:33][C:32]([N+:35]([O-:37])=[O:36])=[CH:31][CH:30]=3)/[C:20]2[CH:25]=[CH:24][CH:23]=[CH:22][CH:21]=2)=[CH:14][CH:13]=1)[S:8]([CH3:11])(=[O:10])=[O:9])=[O:5])C.[OH-].[Na+], predict the reaction product. The product is: [C:4]([CH2:6][N:7]([C:12]1[CH:13]=[CH:14][C:15]([NH:18]/[C:19](=[C:26]2\[C:27](=[O:38])[NH:28][C:29]3[C:34]\2=[CH:33][C:32]([N+:35]([O-:37])=[O:36])=[CH:31][CH:30]=3)/[C:20]2[CH:25]=[CH:24][CH:23]=[CH:22][CH:21]=2)=[CH:16][CH:17]=1)[S:8]([CH3:11])(=[O:10])=[O:9])([OH:5])=[O:3].